Dataset: Full USPTO retrosynthesis dataset with 1.9M reactions from patents (1976-2016). Task: Predict the reactants needed to synthesize the given product. (1) Given the product [CH3:19][C:17]1([CH3:20])[O:16][C@H:15]2[C@H:11]([N:6]3[CH:5]=[N:4][C:3]4[C:7]3=[N:8][CH:9]=[N:10][C:2]=4[C:34]#[C:33][C:27]3[CH:32]=[CH:31][CH:30]=[CH:29][CH:28]=3)[O:12][C@H:13]([CH2:21][NH:22][S:23]([NH2:26])(=[O:25])=[O:24])[C@H:14]2[O:18]1, predict the reactants needed to synthesize it. The reactants are: I[C:2]1[N:10]=[CH:9][N:8]=[C:7]2[C:3]=1[N:4]=[CH:5][N:6]2[C@H:11]1[C@@H:15]2[O:16][C:17]([CH3:20])([CH3:19])[O:18][C@@H:14]2[C@@H:13]([CH2:21][NH:22][S:23]([NH2:26])(=[O:25])=[O:24])[O:12]1.[C:27]1([C:33]#[CH:34])[CH:32]=[CH:31][CH:30]=[CH:29][CH:28]=1.CCN(C(C)C)C(C)C. (2) Given the product [F:38][C:39]([F:44])([F:43])[C:40]([OH:42])=[O:41].[NH2:12][CH2:11][CH2:10][N:9]([CH2:20][C:21]1[CH:26]=[CH:25][C:24]([O:27][CH2:28][C:29]2[CH:34]=[CH:33][CH:32]=[CH:31][C:30]=2[F:35])=[C:23]([O:36][CH3:37])[CH:22]=1)[C:1](=[O:8])[C:2]1[CH:7]=[CH:6][CH:5]=[CH:4][CH:3]=1, predict the reactants needed to synthesize it. The reactants are: [C:1]([N:9]([CH2:20][C:21]1[CH:26]=[CH:25][C:24]([O:27][CH2:28][C:29]2[CH:34]=[CH:33][CH:32]=[CH:31][C:30]=2[F:35])=[C:23]([O:36][CH3:37])[CH:22]=1)[CH2:10][CH2:11][NH:12]C(=O)OC(C)(C)C)(=[O:8])[C:2]1[CH:7]=[CH:6][CH:5]=[CH:4][CH:3]=1.[F:38][C:39]([F:44])([F:43])[C:40]([OH:42])=[O:41]. (3) The reactants are: [CH3:1][O:2][C:3]1[CH:8]=[CH:7][C:6]([N:9]2[CH2:15][CH2:14][CH2:13][C:12](=O)[CH2:11][CH2:10]2)=[CH:5][CH:4]=1.[O:17]=[C:18]([NH:33][C@@H:34]1[CH2:38][CH2:37][NH:36][CH2:35]1)[CH2:19][NH:20][C:21](=[O:32])[C:22]1[CH:27]=[CH:26][CH:25]=[C:24]([C:28]([F:31])([F:30])[F:29])[CH:23]=1.C(O[BH-](OC(=O)C)OC(=O)C)(=O)C.[Na+].C([O-])(O)=O.[Na+]. Given the product [CH3:1][O:2][C:3]1[CH:8]=[CH:7][C:6]([N:9]2[CH2:15][CH2:14][CH2:13][CH:12]([N:36]3[CH2:37][CH2:38][C@@H:34]([NH:33][C:18](=[O:17])[CH2:19][NH:20][C:21](=[O:32])[C:22]4[CH:27]=[CH:26][CH:25]=[C:24]([C:28]([F:29])([F:31])[F:30])[CH:23]=4)[CH2:35]3)[CH2:11][CH2:10]2)=[CH:5][CH:4]=1, predict the reactants needed to synthesize it. (4) Given the product [CH2:8]([C:5]1[CH:4]=[CH:3][C:2]([NH2:7])=[N:1][CH:6]=1)[C:9]1[CH:14]=[CH:13][CH:12]=[CH:11][CH:10]=1, predict the reactants needed to synthesize it. The reactants are: [N:1]1[CH:6]=[CH:5][CH:4]=[CH:3][C:2]=1[NH2:7].[CH2:8](Cl)[C:9]1[CH:14]=[CH:13][CH:12]=[CH:11][CH:10]=1. (5) Given the product [O:15]=[S:8]1(=[O:16])[C:4]2([CH2:5][CH2:6][CH2:7]2)[CH2:3][CH:2]([NH:1][C:17]([NH:27][C:28]2[CH:37]=[CH:36][CH:35]=[C:34]3[C:29]=2[CH:30]=[CH:31][N:32]=[CH:33]3)=[O:19])[C:10]2[CH:11]=[CH:12][CH:13]=[CH:14][C:9]1=2, predict the reactants needed to synthesize it. The reactants are: [NH2:1][CH:2]1[C:10]2[CH:11]=[CH:12][CH:13]=[CH:14][C:9]=2[S:8](=[O:16])(=[O:15])[C:4]2([CH2:7][CH2:6][CH2:5]2)[CH2:3]1.[C:17](=O)([O:19]C1C=CC=CC=1)N.[NH2:27][C:28]1[CH:37]=[CH:36][CH:35]=[C:34]2[C:29]=1[CH:30]=[CH:31][N:32]=[CH:33]2. (6) Given the product [Br:1][C:2]1[CH:3]=[C:4]2[C:10]([N:17]3[CH2:18][CH2:19][N:14]([CH3:13])[CH2:15][CH2:16]3)=[CH:9][N:8]([CH3:12])[C:5]2=[N:6][CH:7]=1, predict the reactants needed to synthesize it. The reactants are: [Br:1][C:2]1[CH:3]=[C:4]2[C:10](I)=[CH:9][N:8]([CH3:12])[C:5]2=[N:6][CH:7]=1.[CH3:13][N:14]1[CH2:19][CH2:18][NH:17][CH2:16][CH2:15]1.[O-]P([O-])([O-])=O.[K+].[K+].[K+].C(O)CO. (7) Given the product [CH3:25][C:14]1[C:15]([CH2:18][CH2:19][C:20]([O:22][CH3:23])=[O:21])=[C:16]([CH3:17])[C:8]2[C:7]3[C:11](=[CH:12][C:4]([C:1]([O:3][CH3:31])=[O:2])=[CH:5][CH:6]=3)[NH:10][C:9]=2[N:13]=1, predict the reactants needed to synthesize it. The reactants are: [C:1]([C:4]1[CH:12]=[C:11]2[C:7]([C:8]3[C:16]([CH3:17])=[C:15]([CH2:18][CH2:19][C:20]([O:22][CH2:23]C)=[O:21])[C:14]([CH3:25])=[N:13][C:9]=3[NH:10]2)=[CH:6][CH:5]=1)([OH:3])=[O:2].S(=O)(=O)(O)O.[CH3:31]O.